This data is from Forward reaction prediction with 1.9M reactions from USPTO patents (1976-2016). The task is: Predict the product of the given reaction. The product is: [Br:16][C:5]1[C:4]([C:7]2[CH:8]=[CH:9][C:10]([N+:13]([O-:15])=[O:14])=[CH:11][CH:12]=2)=[N:3][N:2]([CH3:1])[CH:6]=1. Given the reactants [CH3:1][N:2]1[CH:6]=[CH:5][C:4]([C:7]2[CH:12]=[CH:11][C:10]([N+:13]([O-:15])=[O:14])=[CH:9][CH:8]=2)=[N:3]1.[Br:16]Br.CCOC(C)=O, predict the reaction product.